Dataset: hERG potassium channel inhibition data for cardiac toxicity prediction from Karim et al.. Task: Regression/Classification. Given a drug SMILES string, predict its toxicity properties. Task type varies by dataset: regression for continuous values (e.g., LD50, hERG inhibition percentage) or binary classification for toxic/non-toxic outcomes (e.g., AMES mutagenicity, cardiotoxicity, hepatotoxicity). Dataset: herg_karim. (1) The compound is COC(=O)c1ccc(CCCCN2CCC(C(O)(c3ccccc3)c3ccccc3)CC2)cc1. The result is 1 (blocker). (2) The molecule is CC1(C)Cc2cccc(CN3CCC4(CC3)CCN(C(=O)c3ccc(N)cn3)CC4)c2O1. The result is 0 (non-blocker).